From a dataset of Full USPTO retrosynthesis dataset with 1.9M reactions from patents (1976-2016). Predict the reactants needed to synthesize the given product. Given the product [CH:16]([C:15]1[N:12]=[C:11]([N:8]2[CH2:7][CH2:6][C:5]3([O:4][CH2:3][CH2:2][O:1]3)[CH2:10][CH2:9]2)[O:13][N:14]=1)([CH3:18])[CH3:17], predict the reactants needed to synthesize it. The reactants are: [O:1]1[C:5]2([CH2:10][CH2:9][N:8]([C:11]#[N:12])[CH2:7][CH2:6]2)[O:4][CH2:3][CH2:2]1.[OH:13][NH:14][C:15](=N)[CH:16]([CH3:18])[CH3:17].